This data is from Catalyst prediction with 721,799 reactions and 888 catalyst types from USPTO. The task is: Predict which catalyst facilitates the given reaction. (1) Reactant: C[O-].[Na+].[F:4][C:5]1[CH:24]=[CH:23][C:8]([CH2:9][C:10]2[CH:11]=[C:12]([O:21][CH3:22])[C:13]([O:19][CH3:20])=[C:14]([C:16](=[O:18])[CH3:17])[CH:15]=2)=[CH:7][CH:6]=1.[CH3:25][C:26]1[CH:31]=[CH:30][N:29]=[C:28]([C:32](OC)=[O:33])[CH:27]=1. Product: [F:4][C:5]1[CH:6]=[CH:7][C:8]([CH2:9][C:10]2[CH:11]=[C:12]([O:21][CH3:22])[C:13]([O:19][CH3:20])=[C:14]([C:16](=[O:18])[CH2:17][C:32]([C:28]3[CH:27]=[C:26]([CH3:25])[CH:31]=[CH:30][N:29]=3)=[O:33])[CH:15]=2)=[CH:23][CH:24]=1. The catalyst class is: 1. (2) Reactant: [CH:1]1([C:5]2[NH:13][C:8]3=[N:9][CH:10]=[CH:11][CH:12]=[C:7]3[CH:6]=2)[CH2:4][CH2:3][CH2:2]1.ClC1C=CC=C(C(OO)=[O:22])C=1. Product: [CH:1]1([C:5]2[NH:13][C:8]3=[N+:9]([O-:22])[CH:10]=[CH:11][CH:12]=[C:7]3[CH:6]=2)[CH2:2][CH2:3][CH2:4]1. The catalyst class is: 4.